Dataset: Full USPTO retrosynthesis dataset with 1.9M reactions from patents (1976-2016). Task: Predict the reactants needed to synthesize the given product. (1) Given the product [Br:1][C:2]1[C:3]([N:22]([CH2:27][C:28]([OH:30])([CH3:31])[CH3:29])[S:23]([CH3:26])(=[O:24])=[O:25])=[CH:4][C:5]2[O:9][C:8]([C:10]3[CH:15]=[CH:14][C:13]([F:16])=[CH:12][CH:11]=3)=[C:7]([C:17]([NH:19][CH3:20])=[O:18])[C:6]=2[CH:21]=1, predict the reactants needed to synthesize it. The reactants are: [Br:1][C:2]1[C:3]([N:22]([CH2:27][C:28](=[O:30])[CH3:29])[S:23]([CH3:26])(=[O:25])=[O:24])=[CH:4][C:5]2[O:9][C:8]([C:10]3[CH:15]=[CH:14][C:13]([F:16])=[CH:12][CH:11]=3)=[C:7]([C:17]([NH:19][CH3:20])=[O:18])[C:6]=2[CH:21]=1.[CH3:31][Mg+].[Br-]. (2) Given the product [CH2:1]([N:8]1[N:12]=[N:11][C:10]([C@@H:13]2[C@@H:17]([OH:18])[C@@H:16]([OH:19])[C@H:15]([N:20]3[CH:28]=[N:27][C:26]4[C:21]3=[N:22][C:23]([Cl:44])=[N:24][C:25]=4[NH:45][CH2:46][CH:47]([C:48]3[CH:49]=[CH:50][C:51]([OH:54])=[CH:52][CH:53]=3)[C:55]3[CH:60]=[CH:59][C:58]([OH:61])=[CH:57][CH:56]=3)[O:14]2)=[N:9]1)[C:2]1[CH:7]=[CH:6][CH:5]=[CH:4][CH:3]=1, predict the reactants needed to synthesize it. The reactants are: [CH2:1]([N:8]1[N:12]=[N:11][C:10]([C@@H:13]2[C@@H:17]([OH:18])[C@@H:16]([OH:19])[C@H:15]([N:20]3[CH:28]=[N:27][C:26]4[C:21]3=[N:22][C:23]([Cl:44])=[N:24][C:25]=4NCC(C3C=CC=CC=3)C3C=CC=CC=3)[O:14]2)=[N:9]1)[C:2]1[CH:7]=[CH:6][CH:5]=[CH:4][CH:3]=1.[NH2:45][CH2:46][CH:47]([C:55]1[CH:60]=[CH:59][C:58]([OH:61])=[CH:57][CH:56]=1)[C:48]1[CH:53]=[CH:52][C:51]([OH:54])=[CH:50][CH:49]=1. (3) Given the product [CH:1]1[C:10]2[C:5](=[C:6]([CH:11]=[N:18][C:17]3[CH:19]=[CH:20][CH:21]=[C:15]([O:14][CH3:13])[CH:16]=3)[CH:7]=[CH:8][CH:9]=2)[CH:4]=[CH:3][N:2]=1, predict the reactants needed to synthesize it. The reactants are: [CH:1]1[C:10]2[CH:9]=[CH:8][CH:7]=[C:6]([CH:11]=O)[C:5]=2[CH:4]=[CH:3][N:2]=1.[CH3:13][O:14][C:15]1[CH:16]=[C:17]([CH:19]=[CH:20][CH:21]=1)[NH2:18].